Predict which catalyst facilitates the given reaction. From a dataset of Catalyst prediction with 721,799 reactions and 888 catalyst types from USPTO. (1) Reactant: [C:1]1(=[O:8])[O:7][C:5](=[O:6])[CH2:4][CH2:3][CH2:2]1.[CH2:9]([NH2:12])[C:10]#[CH:11]. Product: [O:6]=[C:5]([NH:12][CH2:9][C:10]#[CH:11])[CH2:4][CH2:3][CH2:2][C:1]([OH:7])=[O:8]. The catalyst class is: 2. (2) Reactant: COC(OC)OC.[C:8](#N)C.[NH:11]1[CH:15]=[C:14]([NH2:16])[CH:13]=[N:12]1.[Cl:17][C:18]1[CH:23]=[CH:22][C:21]([S:24]([NH:27][C:28]2[C:29]([C:35]([NH:37][NH2:38])=O)=[N:30][CH:31]=[C:32]([Cl:34])[CH:33]=2)(=[O:26])=[O:25])=[CH:20][C:19]=1[C:39]([F:42])([F:41])[F:40]. Product: [Cl:17][C:18]1[CH:23]=[CH:22][C:21]([S:24]([NH:27][C:28]2[C:29]([C:35]3[N:16]([C:14]4[CH:15]=[N:11][NH:12][CH:13]=4)[CH:8]=[N:38][N:37]=3)=[N:30][CH:31]=[C:32]([Cl:34])[CH:33]=2)(=[O:26])=[O:25])=[CH:20][C:19]=1[C:39]([F:42])([F:41])[F:40]. The catalyst class is: 15. (3) Reactant: [N:1]1[C:9]2[C:4](=[N:5][CH:6]=[CH:7][CH:8]=2)[N:3]([CH2:10][C:11]2[CH:27]=[CH:26][C:14]3[N:15]=[C:16]([NH:18][C@@H:19]4[CH2:24][CH2:23][CH2:22][CH2:21][C:20]4=O)[S:17][C:13]=3[CH:12]=2)[CH:2]=1.N1C=CC=CC=1.[NH2:34][OH:35].Cl. Product: [N:1]1[C:9]2[C:4](=[N:5][CH:6]=[CH:7][CH:8]=2)[N:3]([CH2:10][C:11]2[CH:27]=[CH:26][C:14]3[N:15]=[C:16]([NH:18][C@@H:19]4[CH2:24][CH2:23][CH2:22][CH2:21][C:20]4=[N:34][OH:35])[S:17][C:13]=3[CH:12]=2)[CH:2]=1. The catalyst class is: 14. (4) Reactant: [CH2:1]([O:8][C:9]1[CH:14]=[CH:13][C:12]([C:15]2[CH:16]=[C:17]([C:31](O)=[O:32])[C:18]3[C:23]([CH3:24])=[N:22][N:21]([CH:25]4[CH2:30][CH2:29][CH2:28][CH2:27][O:26]4)[C:19]=3[N:20]=2)=[C:11]([F:34])[CH:10]=1)[C:2]1[CH:7]=[CH:6][CH:5]=[CH:4][CH:3]=1.[C:35]([O:39][C:40](=[O:54])[NH:41][C:42]1([C:48]2[CH:53]=[CH:52][CH:51]=[CH:50][CH:49]=2)[CH2:47][CH2:46][NH:45][CH2:44][CH2:43]1)([CH3:38])([CH3:37])[CH3:36].CCN(C(C)C)C(C)C. Product: [C:35]([O:39][C:40](=[O:54])[NH:41][C:42]1([C:48]2[CH:49]=[CH:50][CH:51]=[CH:52][CH:53]=2)[CH2:43][CH2:44][N:45]([C:31]([C:17]2[C:18]3[C:23]([CH3:24])=[N:22][N:21]([CH:25]4[CH2:30][CH2:29][CH2:28][CH2:27][O:26]4)[C:19]=3[N:20]=[C:15]([C:12]3[CH:13]=[CH:14][C:9]([O:8][CH2:1][C:2]4[CH:7]=[CH:6][CH:5]=[CH:4][CH:3]=4)=[CH:10][C:11]=3[F:34])[CH:16]=2)=[O:32])[CH2:46][CH2:47]1)([CH3:38])([CH3:36])[CH3:37]. The catalyst class is: 4. (5) Reactant: [CH3:1][O:2][C:3]1[CH:9]=[CH:8][C:6]([NH2:7])=[C:5]([N+:10]([O-:12])=[O:11])[CH:4]=1.S(Cl)([Cl:16])(=O)=O. Product: [Cl:16][C:8]1[CH:9]=[C:3]([O:2][CH3:1])[CH:4]=[C:5]([N+:10]([O-:12])=[O:11])[C:6]=1[NH2:7]. The catalyst class is: 15.